From a dataset of Catalyst prediction with 721,799 reactions and 888 catalyst types from USPTO. Predict which catalyst facilitates the given reaction. Reactant: [I:1]N1C(=O)CCC1=O.[CH:9]1([CH2:12][NH:13][C:14]2[CH:19]=[CH:18][N:17]=[C:16]([NH2:20])[N:15]=2)[CH2:11][CH2:10]1. Product: [CH:9]1([CH2:12][NH:13][C:14]2[C:19]([I:1])=[CH:18][N:17]=[C:16]([NH2:20])[N:15]=2)[CH2:10][CH2:11]1. The catalyst class is: 52.